Dataset: Ames mutagenicity test results for genotoxicity prediction. Task: Regression/Classification. Given a drug SMILES string, predict its toxicity properties. Task type varies by dataset: regression for continuous values (e.g., LD50, hERG inhibition percentage) or binary classification for toxic/non-toxic outcomes (e.g., AMES mutagenicity, cardiotoxicity, hepatotoxicity). Dataset: ames. (1) The molecule is Cc1cc2ccccc2c2ccc3c(c12)CCC3=O. The result is 1 (mutagenic). (2) The compound is CC(=O)Nc1ccc(O)cc1. The result is 0 (non-mutagenic). (3) The drug is CCCC[C@@H](CC)COC(=O)c1ccccc1C(=O)O. The result is 0 (non-mutagenic). (4) The result is 0 (non-mutagenic). The compound is COc1cc2c(cc1OC)[C@@]13CCN4CC5=CCO[C@@H]6CC(=O)N2[C@H]1[C@H]6[C@@H]5C[C@@H]43. (5) The molecule is O=P1(N(CCCl)CCCl)NC(O)CCO1. The result is 1 (mutagenic). (6) The compound is Cc1ccc(NO)c(C)c1. The result is 1 (mutagenic). (7) The molecule is CCOC(=O)CNC(=O)CCCCSc1[nH]cnc2ncnc1-2. The result is 0 (non-mutagenic). (8) The drug is Cc1ccc(Nc2ccc(O)c3c2C(=O)c2ccccc2C3=O)cc1. The result is 0 (non-mutagenic). (9) The molecule is Clc1ccc(-c2ccc(Cl)c(Cl)c2Cl)cc1Cl. The result is 0 (non-mutagenic). (10) The molecule is Cc1ccc(C)c(N)c1. The result is 1 (mutagenic).